From a dataset of Peptide-MHC class II binding affinity with 134,281 pairs from IEDB. Regression. Given a peptide amino acid sequence and an MHC pseudo amino acid sequence, predict their binding affinity value. This is MHC class II binding data. (1) The peptide sequence is PTFAKAMEKLSVLKV. The MHC is HLA-DPA10301-DPB10402 with pseudo-sequence HLA-DPA10301-DPB10402. The binding affinity (normalized) is 0.577. (2) The peptide sequence is TIPNIMFFSTMKRPS. The MHC is DRB5_0101 with pseudo-sequence DRB5_0101. The binding affinity (normalized) is 0.750. (3) The peptide sequence is AAVPAVGAAAGAPAA. The MHC is DRB1_0401 with pseudo-sequence DRB1_0401. The binding affinity (normalized) is 0.194. (4) The peptide sequence is KHLAVLVKYEGDTMA. The MHC is HLA-DQA10102-DQB10502 with pseudo-sequence HLA-DQA10102-DQB10502. The binding affinity (normalized) is 0.0597. (5) The peptide sequence is LVWMACHSAAFEDLR. The MHC is DRB1_0405 with pseudo-sequence DRB1_0405. The binding affinity (normalized) is 0.316. (6) The peptide sequence is RGNHYAFVGVMYNLW. The MHC is HLA-DQA10201-DQB10402 with pseudo-sequence HLA-DQA10201-DQB10402. The binding affinity (normalized) is 0. (7) The peptide sequence is SFFEEVPNIIHEAIN. The MHC is DRB1_1101 with pseudo-sequence DRB1_1101. The binding affinity (normalized) is 0.460.